From a dataset of NCI-60 drug combinations with 297,098 pairs across 59 cell lines. Regression. Given two drug SMILES strings and cell line genomic features, predict the synergy score measuring deviation from expected non-interaction effect. (1) Drug 1: CN(CCCl)CCCl.Cl. Drug 2: CCC1(C2=C(COC1=O)C(=O)N3CC4=CC5=C(C=CC(=C5CN(C)C)O)N=C4C3=C2)O.Cl. Cell line: MDA-MB-435. Synergy scores: CSS=7.13, Synergy_ZIP=-1.89, Synergy_Bliss=2.41, Synergy_Loewe=-6.38, Synergy_HSA=-0.207. (2) Drug 1: C1C(C(OC1N2C=C(C(=O)NC2=O)F)CO)O. Drug 2: CC1=C(C(CCC1)(C)C)C=CC(=CC=CC(=CC(=O)O)C)C. Cell line: SR. Synergy scores: CSS=30.2, Synergy_ZIP=1.66, Synergy_Bliss=6.17, Synergy_Loewe=-29.1, Synergy_HSA=2.45. (3) Drug 1: C1=CC(=CC=C1CCCC(=O)O)N(CCCl)CCCl. Drug 2: CCN(CC)CCNC(=O)C1=C(NC(=C1C)C=C2C3=C(C=CC(=C3)F)NC2=O)C. Cell line: SF-295. Synergy scores: CSS=18.6, Synergy_ZIP=3.28, Synergy_Bliss=1.06, Synergy_Loewe=1.20, Synergy_HSA=1.13. (4) Drug 1: CNC(=O)C1=CC=CC=C1SC2=CC3=C(C=C2)C(=NN3)C=CC4=CC=CC=N4. Cell line: NCIH23. Drug 2: C1=NC2=C(N=C(N=C2N1C3C(C(C(O3)CO)O)O)F)N. Synergy scores: CSS=-2.06, Synergy_ZIP=-2.24, Synergy_Bliss=-5.70, Synergy_Loewe=-8.73, Synergy_HSA=-8.31. (5) Drug 1: C1C(C(OC1N2C=NC3=C2NC=NCC3O)CO)O. Drug 2: CC1CCCC2(C(O2)CC(NC(=O)CC(C(C(=O)C(C1O)C)(C)C)O)C(=CC3=CSC(=N3)C)C)C. Cell line: HCT-15. Synergy scores: CSS=31.7, Synergy_ZIP=5.42, Synergy_Bliss=8.84, Synergy_Loewe=-28.4, Synergy_HSA=6.24. (6) Drug 1: CC1C(C(CC(O1)OC2CC(CC3=C2C(=C4C(=C3O)C(=O)C5=C(C4=O)C(=CC=C5)OC)O)(C(=O)CO)O)N)O.Cl. Drug 2: CC1=C(N=C(N=C1N)C(CC(=O)N)NCC(C(=O)N)N)C(=O)NC(C(C2=CN=CN2)OC3C(C(C(C(O3)CO)O)O)OC4C(C(C(C(O4)CO)O)OC(=O)N)O)C(=O)NC(C)C(C(C)C(=O)NC(C(C)O)C(=O)NCCC5=NC(=CS5)C6=NC(=CS6)C(=O)NCCC[S+](C)C)O. Cell line: RPMI-8226. Synergy scores: CSS=29.0, Synergy_ZIP=-0.976, Synergy_Bliss=1.29, Synergy_Loewe=-19.8, Synergy_HSA=0.875.